Dataset: Forward reaction prediction with 1.9M reactions from USPTO patents (1976-2016). Task: Predict the product of the given reaction. (1) Given the reactants [F:1][C:2]1[CH:7]=[CH:6][C:5]([C:8]2[CH2:9][CH2:10][N:11]([C:14]([O:16][C:17]([CH3:20])([CH3:19])[CH3:18])=[O:15])[CH2:12][CH:13]=2)=[CH:4][C:3]=1[N+:21]([O-])=O.[H][H], predict the reaction product. The product is: [C:17]([O:16][C:14]([N:11]1[CH2:10][CH2:9][CH:8]([C:5]2[CH:6]=[CH:7][C:2]([F:1])=[C:3]([NH2:21])[CH:4]=2)[CH2:13][CH2:12]1)=[O:15])([CH3:20])([CH3:18])[CH3:19]. (2) Given the reactants [OH:1][O:2][S:3]([O-:5])=[O:4].[K+:6].[OH2:7], predict the reaction product. The product is: [S:3]([O:2][O:1][S:3]([O-:5])(=[O:4])=[O:2])([O-:7])(=[O:5])=[O:4].[K+:6].[K+:6]. (3) Given the reactants C(OC([N:8]1[CH2:17][CH2:16][C:15]2[NH:14][N:13]=[C:12]([C:18]3[CH:23]=[CH:22][C:21]([Cl:24])=[CH:20][CH:19]=3)[C:11]=2[CH2:10][CH2:9]1)=O)(C)(C)C.I[CH2:26][CH2:27][CH2:28][CH3:29].C(OC(N1CCC2C(=C(C3C=CC(Cl)=CC=3)N(CCCC)N=2)CC1)=O)(C)(C)C, predict the reaction product. The product is: [CH2:26]([N:14]1[C:15]2[CH2:16][CH2:17][NH:8][CH2:9][CH2:10][C:11]=2[C:12]([C:18]2[CH:19]=[CH:20][C:21]([Cl:24])=[CH:22][CH:23]=2)=[N:13]1)[CH2:27][CH2:28][CH3:29]. (4) Given the reactants [CH2:1]1[C:10]2[C:5](=[CH:6][CH:7]=[CH:8][CH:9]=2)[CH2:4][CH2:3][NH:2]1.C(N(CC)CC)C.[C:18](Cl)(=[O:21])[CH:19]=[CH2:20], predict the reaction product. The product is: [CH2:1]1[C:10]2[C:5](=[CH:6][CH:7]=[CH:8][CH:9]=2)[CH2:4][CH2:3][N:2]1[C:18](=[O:21])[CH:19]=[CH2:20]. (5) Given the reactants [Si:1]([O:8][CH:9]([CH2:33][CH2:34][C@:35]1([CH3:48])[C@H:39]([CH:40]=C)[O:38][C@H:37]([C:42]2[CH:47]=[CH:46][CH:45]=[CH:44][CH:43]=2)[O:36]1)[CH2:10][C:11]([O:13][C@@H:14]([C@@H:29]([CH3:32])[CH:30]=C)/[C:15](/[CH3:28])=[CH:16]/[CH2:17][O:18]CC1C=CC(OC)=CC=1)=[O:12])([C:4]([CH3:7])([CH3:6])[CH3:5])([CH3:3])[CH3:2].C([C:53]1[CH:58]=[C:57]([CH3:59])[CH:56]=[C:55](C(C)(C)C)[C:54]=1[OH:64])(C)(C)C.[C:65]1(C)C=CC=CC=1, predict the reaction product. The product is: [Si:1]([O:8][CH:9]1[CH2:10][C:11](=[O:12])[O:13][C@H:14](/[C:15](/[CH3:28])=[CH:16]/[CH2:17][O:18][CH2:59][C:57]2[CH:58]=[CH:53][C:54]([O:64][CH3:65])=[CH:55][CH:56]=2)[C@@H:29]([CH3:32])[CH:30]=[CH:40][C@@H:39]2[O:38][C@H:37]([C:42]3[CH:43]=[CH:44][CH:45]=[CH:46][CH:47]=3)[O:36][C@:35]2([CH3:48])[CH2:34][CH2:33]1)([C:4]([CH3:7])([CH3:5])[CH3:6])([CH3:2])[CH3:3]. (6) The product is: [C:1]1([C:25]2[CH:30]=[CH:29][CH:28]=[CH:27][CH:26]=2)[CH:2]=[CH:3][C:4]([CH:7]([N:13]2[C:17]3[CH:18]=[CH:19][C:20]([N+:22]([O-:24])=[O:23])=[CH:21][C:16]=3[N:15]=[CH:14]2)[CH2:8][C:9]([OH:11])=[O:10])=[CH:5][CH:6]=1. Given the reactants [C:1]1([C:25]2[CH:30]=[CH:29][CH:28]=[CH:27][CH:26]=2)[CH:6]=[CH:5][C:4]([CH:7]([N:13]2[C:17]3[CH:18]=[CH:19][C:20]([N+:22]([O-:24])=[O:23])=[CH:21][C:16]=3[N:15]=[CH:14]2)[CH2:8][C:9]([O:11]C)=[O:10])=[CH:3][CH:2]=1, predict the reaction product. (7) Given the reactants [Si]([C:8]#[C:9][C:10]1[CH:21]=[CH:20][C:13]([CH2:14][CH2:15][NH:16][C:17](=[O:19])[CH3:18])=[CH:12][CH:11]=1)(C(C)(C)C)(C)C.CCCC[N+](CCCC)(CCCC)CCCC.[F-], predict the reaction product. The product is: [C:9]([C:10]1[CH:21]=[CH:20][C:13]([CH2:14][CH2:15][NH:16][C:17](=[O:19])[CH3:18])=[CH:12][CH:11]=1)#[CH:8].